Dataset: Forward reaction prediction with 1.9M reactions from USPTO patents (1976-2016). Task: Predict the product of the given reaction. (1) Given the reactants [CH:1]1([N:6]2[CH2:12][C:11]([F:14])([F:13])[C:10](=[O:15])[N:9]([CH3:16])[C:8]3[CH:17]=[N:18][C:19]([NH:21][C:22]4[C:30]([O:31][CH3:32])=[CH:29][C:25]([C:26](O)=[O:27])=[C:24]([F:33])[CH:23]=4)=[N:20][C:7]2=3)[CH2:5][CH2:4][CH2:3][CH2:2]1.F[P-](F)(F)(F)(F)F.CN(C(N(C)C)=[N+]1C2C=CC=CC=2[N+]([O-])=N1)C.C(N(C(C)C)CC)(C)C.[NH2:67][CH:68]1[CH2:73][CH2:72][N:71]([CH3:74])[CH2:70][CH2:69]1, predict the reaction product. The product is: [CH:1]1([N:6]2[CH2:12][C:11]([F:14])([F:13])[C:10](=[O:15])[N:9]([CH3:16])[C:8]3[CH:17]=[N:18][C:19]([NH:21][C:22]4[C:30]([O:31][CH3:32])=[CH:29][C:25]([C:26]([NH:67][CH:68]5[CH2:73][CH2:72][N:71]([CH3:74])[CH2:70][CH2:69]5)=[O:27])=[C:24]([F:33])[CH:23]=4)=[N:20][C:7]2=3)[CH2:5][CH2:4][CH2:3][CH2:2]1. (2) Given the reactants [N+:1]([C:4]1[CH:9]=[CH:8][C:7]([CH2:10][C:11](O)=O)=[CH:6][CH:5]=1)([O-:3])=[O:2].C([N:18]([CH2:27][CH2:28][CH2:29][CH3:30])[C:19]1[CH:26]=[CH:25][C:22](C=O)=[CH:21][CH:20]=1)CCC, predict the reaction product. The product is: [CH2:4]([NH:1][C:19]1([NH:18][CH2:27][CH2:28][CH2:29][CH3:30])[CH:20]=[CH:21][C:22]([CH:11]=[CH:10][C:7]2[CH:8]=[CH:9][C:4]([N+:1]([O-:3])=[O:2])=[CH:5][CH:6]=2)=[CH:25][CH2:26]1)[CH2:5][CH2:6][CH3:7]. (3) Given the reactants [C:1]([C:4]1[CH:9]=[C:8]([N:10]2[CH:15]=[CH:14][C:13]([OH:16])=[C:12]([Cl:17])[C:11]2=[O:18])[C:7]([CH3:19])=[CH:6][N:5]=1)(=[O:3])[CH3:2].Cl[CH2:21][C:22]1[C:27]([F:28])=[CH:26][C:25]([F:29])=[CH:24][N:23]=1.C(=O)([O-])[O-].[K+].[K+], predict the reaction product. The product is: [C:1]([C:4]1[CH:9]=[C:8]([N:10]2[CH:15]=[CH:14][C:13]([O:16][CH2:21][C:22]3[C:27]([F:28])=[CH:26][C:25]([F:29])=[CH:24][N:23]=3)=[C:12]([Cl:17])[C:11]2=[O:18])[C:7]([CH3:19])=[CH:6][N:5]=1)(=[O:3])[CH3:2]. (4) The product is: [ClH:68].[NH2:8][CH2:9][C@H:10]1[CH2:15][CH2:14][C@H:13]([C:16]([NH:18][C@@H:19]([CH2:20][C:21]2[CH:26]=[CH:25][C:24]([C:27]3[CH:32]=[CH:31][C:30]([S:33](=[O:35])(=[O:34])[NH:36][CH:37]4[CH2:42][CH2:41][NH:40][CH2:39][CH2:38]4)=[CH:29][C:28]=3[C:50]([F:51])([F:52])[F:53])=[CH:23][CH:22]=2)[C:54](=[O:67])[NH:55][C:56]2[CH:61]=[CH:60][C:59]([C:62]3[N:66]=[N:65][NH:64][N:63]=3)=[CH:58][CH:57]=2)=[O:17])[CH2:12][CH2:11]1. Given the reactants C(OC([NH:8][CH2:9][C@H:10]1[CH2:15][CH2:14][C@H:13]([C:16]([NH:18][C@H:19]([C:54](=[O:67])[NH:55][C:56]2[CH:61]=[CH:60][C:59]([C:62]3[N:63]=[N:64][NH:65][N:66]=3)=[CH:58][CH:57]=2)[CH2:20][C:21]2[CH:26]=[CH:25][C:24]([C:27]3[CH:32]=[CH:31][C:30]([S:33]([NH:36][CH:37]4[CH2:42][CH2:41][N:40](C(OC(C)(C)C)=O)[CH2:39][CH2:38]4)(=[O:35])=[O:34])=[CH:29][C:28]=3[C:50]([F:53])([F:52])[F:51])=[CH:23][CH:22]=2)=[O:17])[CH2:12][CH2:11]1)=O)(C)(C)C.[ClH:68], predict the reaction product. (5) Given the reactants [CH3:1][O:2][C:3](=[O:12])[C:4]1[CH:9]=[C:8]([Cl:10])[N:7]=[C:6](Cl)[CH:5]=1.[CH3:13][NH:14][CH2:15][CH2:16][CH3:17].C(=O)([O-])[O-].[Cs+].[Cs+].C1(P(C2C=CC=CC=2)C2C=CC3C(=CC=CC=3)C=2C2C3C(=CC=CC=3)C=CC=2P(C2C=CC=CC=2)C2C=CC=CC=2)C=CC=CC=1, predict the reaction product. The product is: [CH3:1][O:2][C:3](=[O:12])[C:4]1[CH:5]=[C:6]([N:14]([CH3:13])[CH2:15][CH2:16][CH3:17])[N:7]=[C:8]([Cl:10])[CH:9]=1. (6) Given the reactants Br[C:2]1[CH:35]=[CH:34][C:5]([CH2:6][C:7]2[N:8]([C:20]3[CH:21]=[C:22]([N:26]4[S:30](=[O:32])(=[O:31])[NH:29][C:28](=[O:33])[CH2:27]4)[CH:23]=[CH:24][CH:25]=3)[CH:9]=[C:10]([C:12]3[CH:17]=[CH:16][C:15]([Cl:18])=[CH:14][C:13]=3[Cl:19])[N:11]=2)=[CH:4][CH:3]=1.[C:36]1([CH2:42]/[CH:43]=[CH:44]/B(O)O)[CH:41]=[CH:40][CH:39]=[CH:38][CH:37]=1, predict the reaction product. The product is: [Cl:19][C:13]1[CH:14]=[C:15]([Cl:18])[CH:16]=[CH:17][C:12]=1[C:10]1[N:11]=[C:7]([CH2:6][C:5]2[CH:4]=[CH:3][C:2]([CH:44]=[CH:43][CH2:42][C:36]3[CH:41]=[CH:40][CH:39]=[CH:38][CH:37]=3)=[CH:35][CH:34]=2)[N:8]([C:20]2[CH:21]=[C:22]([N:26]3[S:30](=[O:31])(=[O:32])[NH:29][C:28](=[O:33])[CH2:27]3)[CH:23]=[CH:24][CH:25]=2)[CH:9]=1. (7) Given the reactants C[Si](C)(C)CCOCN1C2C=CC=CC=2N=C1C[NH:17][CH2:18][CH2:19][CH2:20][CH2:21][NH:22][CH:23]1[C:32]2[N:31]=[CH:30][CH:29]=[CH:28][C:27]=2[CH2:26][CH2:25][CH2:24]1.F[C:36](F)(F)[C:37](O)=O, predict the reaction product. The product is: [NH:22]1[C:23]2[CH:24]=[CH:25][CH:26]=[CH:27][C:32]=2[N:31]=[C:37]1[CH2:36][N:22]([CH:23]1[C:32]2[N:31]=[CH:30][CH:29]=[CH:28][C:27]=2[CH2:26][CH2:25][CH2:24]1)[CH2:21][CH2:20][CH2:19][CH2:18][NH2:17]. (8) Given the reactants Br[C:2]1[CH:3]=[CH:4][C:5](N)=[N:6][CH:7]=1.[CH3:9][Si:10]([CH3:14])([CH3:13])[C:11]#[CH:12].[C:15]1(P(C2C=CC=CC=2)C2C=CC=CC=2)C=CC=CC=1.C(N(CC)CC)C, predict the reaction product. The product is: [CH3:15][C:5]1[CH:4]=[CH:3][C:2]([C:12]#[C:11][Si:10]([CH3:14])([CH3:13])[CH3:9])=[CH:7][N:6]=1. (9) Given the reactants [N:1]1[CH:6]=[CH:5][CH:4]=[C:3]([CH2:7][NH:8][C:9]([NH:11][CH2:12][CH2:13][CH2:14][CH2:15][CH2:16][N:17]2[C:25]3[C:20](=[CH:21][CH:22]=[CH:23][CH:24]=3)[C:19]([C:26]([O:28]CC)=[O:27])=[CH:18]2)=[O:10])[CH:2]=1, predict the reaction product. The product is: [N:1]1[CH:6]=[CH:5][CH:4]=[C:3]([CH2:7][NH:8][C:9]([NH:11][CH2:12][CH2:13][CH2:14][CH2:15][CH2:16][N:17]2[C:25]3[C:20](=[CH:21][CH:22]=[CH:23][CH:24]=3)[C:19]([C:26]([OH:28])=[O:27])=[CH:18]2)=[O:10])[CH:2]=1. (10) Given the reactants [N+:1]([C:4]1[CH:5]=[C:6]([OH:11])[CH:7]=[CH:8][C:9]=1Cl)([O-:3])=[O:2].[C:12]([NH:15][C:16]1[CH:21]=[CH:20][C:19]([SH:22])=[CH:18][CH:17]=1)(=[O:14])[CH3:13].C(=O)([O-])[O-].[Cs+].[Cs+], predict the reaction product. The product is: [OH:11][C:6]1[CH:7]=[CH:8][C:9]([S:22][C:19]2[CH:18]=[CH:17][C:16]([NH:15][C:12](=[O:14])[CH3:13])=[CH:21][CH:20]=2)=[C:4]([N+:1]([O-:3])=[O:2])[CH:5]=1.